Dataset: Peptide-MHC class I binding affinity with 185,985 pairs from IEDB/IMGT. Task: Regression. Given a peptide amino acid sequence and an MHC pseudo amino acid sequence, predict their binding affinity value. This is MHC class I binding data. (1) The MHC is HLA-A02:03 with pseudo-sequence HLA-A02:03. The binding affinity (normalized) is 0.359. The peptide sequence is STPPPGTRV. (2) The binding affinity (normalized) is 0.0847. The peptide sequence is LLDLEGHIL. The MHC is HLA-A26:01 with pseudo-sequence HLA-A26:01. (3) The peptide sequence is YAQMWTLMYF. The MHC is HLA-B51:01 with pseudo-sequence HLA-B51:01. The binding affinity (normalized) is 0.142. (4) The peptide sequence is IQFMHEQGY. The MHC is HLA-B48:01 with pseudo-sequence HLA-B48:01. The binding affinity (normalized) is 0.0847. (5) The peptide sequence is HYYMINNGI. The MHC is HLA-A24:03 with pseudo-sequence HLA-A24:03. The binding affinity (normalized) is 0.680.